This data is from Catalyst prediction with 721,799 reactions and 888 catalyst types from USPTO. The task is: Predict which catalyst facilitates the given reaction. (1) Reactant: [F:1][C:2]1[CH:7]=[C:6]([F:8])[C:5]([N+:9]([O-])=O)=[CH:4][C:3]=1[NH:12][C:13](=[O:19])[O:14][C:15]([CH3:18])([CH3:17])[CH3:16]. Product: [NH2:9][C:5]1[C:6]([F:8])=[CH:7][C:2]([F:1])=[C:3]([NH:12][C:13](=[O:19])[O:14][C:15]([CH3:18])([CH3:16])[CH3:17])[CH:4]=1. The catalyst class is: 50. (2) The catalyst class is: 2. Product: [N+:1]([C:4]1[CH:13]=[C:12]2[C:7]([CH2:8][C@@H:9]([C:21]([NH:22][C@H:23]3[C:32]4[C:27](=[CH:28][CH:29]=[CH:30][CH:31]=4)[CH2:26][CH2:25][CH2:24]3)=[O:33])[NH:10][CH2:11]2)=[CH:6][CH:5]=1)([O-:3])=[O:2]. Reactant: [N+:1]([C:4]1[CH:13]=[C:12]2[C:7]([CH2:8][C@@H:9]([C:21](=[O:33])[NH:22][C@H:23]3[C:32]4[C:27](=[CH:28][CH:29]=[CH:30][CH:31]=4)[CH2:26][CH2:25][CH2:24]3)[N:10](C(OC(C)(C)C)=O)[CH2:11]2)=[CH:6][CH:5]=1)([O-:3])=[O:2].C(O)(C(F)(F)F)=O. (3) Reactant: [CH3:1][C:2]1[CH:3]=[CH:4][C:5]([S:9][C:10]2[CH:11]=[CH:12][CH:13]=[CH:14][C:15]=2[N:16]2[CH2:21][CH2:20][NH:19][CH2:18][CH2:17]2)=[C:6]([CH3:8])[CH:7]=1.[BrH:22]. Product: [CH3:1][C:2]1[CH:3]=[CH:4][C:5]([S:9][C:10]2[CH:11]=[CH:12][CH:13]=[CH:14][C:15]=2[N:16]2[CH2:17][CH2:18][NH:19][CH2:20][CH2:21]2)=[C:6]([CH3:8])[CH:7]=1.[BrH:22]. The catalyst class is: 13. (4) Reactant: [C:1]([OH:24])(=O)[CH2:2][CH2:3]/[CH:4]=[CH:5]\[CH2:6]/[CH:7]=[CH:8]\[CH2:9]/[CH:10]=[CH:11]\[CH2:12]/[CH:13]=[CH:14]\[CH2:15]/[CH:16]=[CH:17]\[CH2:18]/[CH:19]=[CH:20]\[CH2:21][CH3:22].[CH2:25]([CH2:27][NH2:28])[OH:26].CN(C(ON1N=NC2C=CC=NC1=2)=[N+](C)C)C.F[P-](F)(F)(F)(F)F.CCN(C(C)C)C(C)C. Product: [OH:26][CH2:25][CH2:27][NH:28][C:1](=[O:24])[CH2:2][CH2:3]/[CH:4]=[CH:5]\[CH2:6]/[CH:7]=[CH:8]\[CH2:9]/[CH:10]=[CH:11]\[CH2:12]/[CH:13]=[CH:14]\[CH2:15]/[CH:16]=[CH:17]\[CH2:18]/[CH:19]=[CH:20]\[CH2:21][CH3:22]. The catalyst class is: 210. (5) The catalyst class is: 293. Product: [F:1][C:2]1[CH:3]=[CH:4][C:5]([C@@H:8]([NH:10][C:11]2[CH:16]=[C:15]([CH:17]3[CH2:18][CH2:19][N:20]([S:23]([CH3:26])(=[O:25])=[O:24])[CH2:21][CH2:22]3)[CH:14]=[C:13]([NH:27][C:28]3[CH:33]=[N:32][CH:31]=[CH:30][N:29]=3)[N:12]=2)[CH3:9])=[CH:6][CH:7]=1. Reactant: [F:1][C:2]1[CH:7]=[CH:6][C:5]([C@@H:8]([NH:10][C:11]2[CH:16]=[C:15]([C:17]3[CH2:18][CH2:19][N:20]([S:23]([CH3:26])(=[O:25])=[O:24])[CH2:21][CH:22]=3)[CH:14]=[C:13]([NH:27][C:28]3[CH:33]=[N:32][CH:31]=[CH:30][N:29]=3)[N:12]=2)[CH3:9])=[CH:4][CH:3]=1.C([O-])=O.[NH4+]. (6) Reactant: [NH2:1][CH:2]([CH2:6][C:7]([F:10])([F:9])[F:8])[C:3]([OH:5])=[O:4].[OH-].[Na+].[CH3:13][C:14]([O:17][C:18](O[C:18]([O:17][C:14]([CH3:16])([CH3:15])[CH3:13])=[O:19])=[O:19])([CH3:16])[CH3:15].O. Product: [C:14]([O:17][C:18]([NH:1][CH:2]([CH2:6][C:7]([F:10])([F:9])[F:8])[C:3]([OH:5])=[O:4])=[O:19])([CH3:16])([CH3:15])[CH3:13]. The catalyst class is: 12. (7) Reactant: I([O-])(=O)(=O)=O.[Na+].[OH:7][CH:8]([C:11]1[N:16]=[C:15]([C:17]2[N:22]=[CH:21][C:20]3[CH:23]=[N:24][N:25]([C:26]4[N:31]=[C:30]([N:32]5[CH2:37][CH2:36][N:35]([C:38]([O:40][C:41]([CH3:44])([CH3:43])[CH3:42])=[O:39])[CH2:34][CH2:33]5)[CH:29]=[CH:28][CH:27]=4)[C:19]=3[CH:18]=2)[CH:14]=[N:13][CH:12]=1)CO. Product: [CH:8]([C:11]1[N:16]=[C:15]([C:17]2[N:22]=[CH:21][C:20]3[CH:23]=[N:24][N:25]([C:26]4[N:31]=[C:30]([N:32]5[CH2:33][CH2:34][N:35]([C:38]([O:40][C:41]([CH3:44])([CH3:43])[CH3:42])=[O:39])[CH2:36][CH2:37]5)[CH:29]=[CH:28][CH:27]=4)[C:19]=3[CH:18]=2)[CH:14]=[N:13][CH:12]=1)=[O:7]. The catalyst class is: 132.